This data is from hERG potassium channel inhibition data for cardiac toxicity prediction from Karim et al.. The task is: Regression/Classification. Given a drug SMILES string, predict its toxicity properties. Task type varies by dataset: regression for continuous values (e.g., LD50, hERG inhibition percentage) or binary classification for toxic/non-toxic outcomes (e.g., AMES mutagenicity, cardiotoxicity, hepatotoxicity). Dataset: herg_karim. (1) The result is 1 (blocker). The compound is Cc1nc2ccccc2n1-c1ccc(C(=O)N(C)C2CCN(C3CCCCC3)C2)cc1. (2) The drug is Cc1cc(-c2ccc3c(c2)CC[C@H]3N2CC3(CCN(C(=O)Cc4cn5cc(C)sc5n4)CC3)C2)ncn1. The result is 1 (blocker). (3) The drug is Cc1cc(CN2CCN(c3c(Cl)cnc4nc(-c5cccc(N6CCN(C)CC6)c5)[nH]c34)CC2)no1. The result is 1 (blocker). (4) The compound is CO[C@@H]1C[C@H](O[C@H]2[C@H](C)C(=O)O[C@H](C)[C@H](C)[C@@H](O)[C@@H](C)C(=O)[C@]3(CO3)C[C@@H](C)[C@@H](O[C@H]3O[C@H](C)C[C@@H]([NH+](C)C)[C@@H]3O)[C@H]2C)O[C@H](C)[C@H]1O. The result is 0 (non-blocker).